Task: Predict the product of the given reaction.. Dataset: Forward reaction prediction with 1.9M reactions from USPTO patents (1976-2016) Given the reactants [F:1][C:2]1[CH:7]=[C:6]([F:8])[C:5]([F:9])=[CH:4][C:3]=1[CH:10]=[CH:11][C:12]([OH:14])=O.C(Cl)(=O)C(Cl)=O.[CH2:21]([C@H:28]1[CH2:32][O:31][C:30](=[O:33])[NH:29]1)[C:22]1[CH:27]=[CH:26][CH:25]=[CH:24][CH:23]=1.[Li]CCCC, predict the reaction product. The product is: [CH2:21]([C@H:28]1[CH2:32][O:31][C:30](=[O:33])[N:29]1[C:12](=[O:14])/[CH:11]=[CH:10]/[C:3]1[CH:4]=[C:5]([F:9])[C:6]([F:8])=[CH:7][C:2]=1[F:1])[C:22]1[CH:23]=[CH:24][CH:25]=[CH:26][CH:27]=1.